From a dataset of Catalyst prediction with 721,799 reactions and 888 catalyst types from USPTO. Predict which catalyst facilitates the given reaction. (1) Reactant: C1C=C(Cl)C=C(C(OO)=[O:9])C=1.[Br:12][C:13]1[C:14]([NH2:19])=[N:15][CH:16]=[CH:17][CH:18]=1. Product: [NH2:19][C:14]1[C:13]([Br:12])=[CH:18][CH:17]=[CH:16][N+:15]=1[O-:9]. The catalyst class is: 21. (2) Reactant: [NH2:1][OH:2].O.[CH3:4][S:5]([C:8]1[S:12][CH:11]=[C:10]([S:13](Cl)(=[O:15])=[O:14])[CH:9]=1)(=[O:7])=[O:6].CS(C1SC(S(Cl)(=O)=O)=CC=1)(=O)=O. Product: [OH:2][NH:1][S:13]([C:10]1[CH:9]=[C:8]([S:5]([CH3:4])(=[O:7])=[O:6])[S:12][CH:11]=1)(=[O:15])=[O:14]. The catalyst class is: 1. (3) Reactant: Cl.[O:2]([NH2:4])[CH3:3].[Cl:5][C:6]1[CH:11]=[CH:10][CH:9]=[CH:8][C:7]=1[S:12](Cl)(=[O:14])=[O:13].O. Product: [Cl:5][C:6]1[CH:11]=[CH:10][CH:9]=[CH:8][C:7]=1[S:12]([NH:4][O:2][CH3:3])(=[O:14])=[O:13]. The catalyst class is: 17. (4) The catalyst class is: 70. Product: [Cl:21][C:22]1[CH:39]=[CH:38][C:25]2[CH:26]=[C:27]([C:2]3[C:11]([N:12]([CH3:16])[CH:13]([CH3:15])[CH3:14])=[N:10][C:9]4[C:4](=[CH:5][CH:6]=[C:7]([C:17]([O:19][CH3:20])=[O:18])[CH:8]=4)[N:3]=3)[O:28][C:24]=2[CH:23]=1. Reactant: Cl[C:2]1[C:11]([N:12]([CH3:16])[CH:13]([CH3:15])[CH3:14])=[N:10][C:9]2[C:4](=[CH:5][CH:6]=[C:7]([C:17]([O:19][CH3:20])=[O:18])[CH:8]=2)[N:3]=1.[Cl:21][C:22]1[CH:39]=[CH:38][C:25]2[CH:26]=[C:27](B3OC(C)(C)C(C)(C)O3)[O:28][C:24]=2[CH:23]=1.[O-]P([O-])([O-])=O.[K+].[K+].[K+]. (5) Reactant: C[O:2][C:3](=O)[CH2:4][C:5]1[C:13]2[C:8](=[CH:9][CH:10]=[C:11]([Br:14])[CH:12]=2)[NH:7][CH:6]=1.[H-].[Al+3].[Li+].[H-].[H-].[H-]. Product: [Br:14][C:11]1[CH:12]=[C:13]2[C:8](=[CH:9][CH:10]=1)[NH:7][CH:6]=[C:5]2[CH2:4][CH2:3][OH:2]. The catalyst class is: 1. (6) Reactant: [CH2:1]([NH:4][C@@H:5]([CH2:9][OH:10])[CH2:6][CH2:7][CH3:8])[CH2:2][CH3:3].CN1CCOCC1.[S:18](Cl)(Cl)=[O:19].O. Product: [CH2:1]([N:4]1[CH:5]([CH2:6][CH2:7][CH3:8])[CH2:9][O:10][S@:18]1=[O:19])[CH2:2][CH3:3]. The catalyst class is: 4. (7) Reactant: [NH:1]1[CH2:6][CH2:5][NH:4][CH2:3][CH2:2]1.[CH2:7]([O:14][N:15]1[C:24](=[O:25])[C:23]2[C:18](=[CH:19][C:20](F)=[C:21]([F:26])[CH:22]=2)[N:17]([CH2:28][CH3:29])[C:16]1=[O:30])[C:8]1[CH:13]=[CH:12][CH:11]=[CH:10][CH:9]=1.C(N(CC)CC)C. Product: [CH2:7]([O:14][N:15]1[C:24](=[O:25])[C:23]2[C:18](=[CH:19][C:20]([N:1]3[CH2:6][CH2:5][NH:4][CH2:3][CH2:2]3)=[C:21]([F:26])[CH:22]=2)[N:17]([CH2:28][CH3:29])[C:16]1=[O:30])[C:8]1[CH:13]=[CH:12][CH:11]=[CH:10][CH:9]=1. The catalyst class is: 10.